From a dataset of Full USPTO retrosynthesis dataset with 1.9M reactions from patents (1976-2016). Predict the reactants needed to synthesize the given product. (1) Given the product [CH2:20]([C:5]1[CH:4]=[C:3]([CH:1]=[O:2])[O:7][CH:6]=1)[C:21]1[CH:26]=[CH:25][CH:24]=[CH:23][CH:22]=1, predict the reactants needed to synthesize it. The reactants are: [CH:1]([C:3]1[O:7][CH:6]=[C:5](B2OC(C)(C)C(C)(C)O2)[CH:4]=1)=[O:2].P(OCC)(OCC)(O[CH2:20][C:21]1[CH:26]=[CH:25][CH:24]=[CH:23][CH:22]=1)=O.C(C1OC(C=O)=CC=1)C1C=CC=CC=1. (2) Given the product [CH:40]1([C:38]([NH:37][C:35]2[N:36]=[C:31]3[CH:30]=[CH:29][C:28]([O:27][C:26]4[CH:43]=[CH:44][C:45]([CH3:46])=[C:24]([NH:23][C:8]([C:6]5[N:5]([CH3:11])[N:4]=[C:3]([O:2][CH3:1])[CH:7]=5)=[O:10])[CH:25]=4)=[N:33][N:32]3[CH:34]=2)=[O:39])[CH2:41][CH2:42]1, predict the reactants needed to synthesize it. The reactants are: [CH3:1][O:2][C:3]1[CH:7]=[C:6]([C:8]([OH:10])=O)[N:5]([CH3:11])[N:4]=1.O1CCCC1.C(Cl)(=O)C(Cl)=O.[NH2:23][C:24]1[CH:25]=[C:26]([CH:43]=[CH:44][C:45]=1[CH3:46])[O:27][C:28]1[CH:29]=[CH:30][C:31]2[N:32]([CH:34]=[C:35]([NH:37][C:38]([CH:40]3[CH2:42][CH2:41]3)=[O:39])[N:36]=2)[N:33]=1. (3) Given the product [ClH:39].[ClH:39].[NH2:31][CH2:30][CH2:29][N:28]1[C:21]2[C:20]([NH:19][C:4]3[CH:5]=[CH:6][C:7]([O:8][C:9]4[CH:14]=[CH:13][CH:12]=[C:11]([C:15]([F:17])([F:18])[F:16])[CH:10]=4)=[C:2]([CH3:1])[CH:3]=3)=[N:25][CH:24]=[N:23][C:22]=2[CH:26]=[CH:27]1, predict the reactants needed to synthesize it. The reactants are: [CH3:1][C:2]1[CH:3]=[C:4]([NH:19][C:20]2[C:21]3[N:28]([CH2:29][CH2:30][NH:31]C(=O)OC(C)(C)C)[CH:27]=[CH:26][C:22]=3[N:23]=[CH:24][N:25]=2)[CH:5]=[CH:6][C:7]=1[O:8][C:9]1[CH:14]=[CH:13][CH:12]=[C:11]([C:15]([F:18])([F:17])[F:16])[CH:10]=1.[ClH:39]. (4) Given the product [CH:41]1([N:38]2[CH2:37][CH2:36][N:35]([C:31]3[CH:30]=[C:29]([CH2:28][N:23]4[C:24]([CH3:26])=[CH:25][C:21](/[C:8](/[F:7])=[CH:9]/[C:10]5[CH:11]=[CH:12][C:13]([O:16][C:17]([F:20])([F:19])[F:18])=[CH:14][CH:15]=5)=[N:22]4)[CH:34]=[CH:33][N:32]=3)[CH2:40][CH2:39]2)[CH2:43][CH2:42]1, predict the reactants needed to synthesize it. The reactants are: CC(C)([O-])C.[K+].[F:7]/[C:8](/[C:21]1[CH:25]=[C:24]([CH3:26])[NH:23][N:22]=1)=[CH:9]\[C:10]1[CH:15]=[CH:14][C:13]([O:16][C:17]([F:20])([F:19])[F:18])=[CH:12][CH:11]=1.Cl[CH2:28][C:29]1[CH:34]=[CH:33][N:32]=[C:31]([N:35]2[CH2:40][CH2:39][N:38]([CH:41]3[CH2:43][CH2:42]3)[CH2:37][CH2:36]2)[CH:30]=1.[Cl-].[Na+].